This data is from Forward reaction prediction with 1.9M reactions from USPTO patents (1976-2016). The task is: Predict the product of the given reaction. (1) Given the reactants CN(C)CC#CC1C=C([C@@H]2[C@@H](C3C=CC=C(F)C=3)OC(=O)N2)C=NC=1.Br[C:27]1[CH:28]=[C:29]([C@@H:33]2[C@@H:37]([C:38]3[CH:43]=[CH:42][C:41]([F:44])=[C:40]([F:45])[C:39]=3[F:46])[O:36][C:35](=[O:47])[NH:34]2)[CH:30]=[N:31][CH:32]=1.[C:48]([CH:50]1[CH2:53][C:52]([F:55])([F:54])[CH2:51]1)#[CH:49], predict the reaction product. The product is: [F:54][C:52]1([F:55])[CH2:53][CH:50]([C:48]#[C:49][C:27]2[CH:28]=[C:29]([C@@H:33]3[C@@H:37]([C:38]4[CH:43]=[CH:42][C:41]([F:44])=[C:40]([F:45])[C:39]=4[F:46])[O:36][C:35](=[O:47])[NH:34]3)[CH:30]=[N:31][CH:32]=2)[CH2:51]1. (2) Given the reactants [H-].[Na+].[CH3:3][C:4]1[NH:13][C:12](=[O:14])[C:11]2[C:6](=[CH:7][C:8]([C:15]([O:17][CH3:18])=[O:16])=[CH:9][CH:10]=2)[N:5]=1.[CH3:19]I, predict the reaction product. The product is: [CH3:3][C:4]1[N:13]([CH3:19])[C:12](=[O:14])[C:11]2[C:6](=[CH:7][C:8]([C:15]([O:17][CH3:18])=[O:16])=[CH:9][CH:10]=2)[N:5]=1. (3) Given the reactants [O:1]=[C:2]1[C:10]2([CH2:18][C:17]3[C:12](=[CH:13][CH:14]=[C:15](C(O)=O)[CH:16]=3)[CH2:11]2)[C:9]2[C:4](=[CH:5][CH:6]=[CH:7][CH:8]=2)[NH:3]1.C1(P([N:36]=[N+]=[N-])(C2C=CC=CC=2)=O)C=CC=CC=1.C(N(CC)CC)C, predict the reaction product. The product is: [NH2:36][C:15]1[CH:16]=[C:17]2[C:12](=[CH:13][CH:14]=1)[CH2:11][C:10]1([C:9]3[C:4](=[CH:5][CH:6]=[CH:7][CH:8]=3)[NH:3][C:2]1=[O:1])[CH2:18]2. (4) Given the reactants [OH:1][C:2]1[C:3]([N+:14]([O-:16])=[O:15])=[C:4]([CH:10]=[CH:11][C:12]=1[OH:13])[C:5]([O:7][CH2:8][CH3:9])=[O:6].Br[CH2:18][CH2:19]Br.C(=O)([O-])[O-].[K+].[K+], predict the reaction product. The product is: [N+:14]([C:3]1[C:2]2[O:1][CH2:19][CH2:18][O:13][C:12]=2[CH:11]=[CH:10][C:4]=1[C:5]([O:7][CH2:8][CH3:9])=[O:6])([O-:16])=[O:15]. (5) Given the reactants C(O[C:4]([C:6]1[C:7]([OH:24])=[C:8]2[C:16]([Cl:17])=[CH:15][N:14]([C:18]3[CH:23]=[CH:22][CH:21]=[CH:20][CH:19]=3)[C:9]2=[C:10]([C:12]#[N:13])[N:11]=1)=[O:5])C.[NH2:25][CH2:26][C:27]([OH:29])=[O:28].C[O-].[Na+].CO, predict the reaction product. The product is: [Cl:17][C:16]1[C:8]2[C:9](=[C:10]([C:12]#[N:13])[N:11]=[C:6]([C:4]([NH:25][CH2:26][C:27]([OH:29])=[O:28])=[O:5])[C:7]=2[OH:24])[N:14]([C:18]2[CH:19]=[CH:20][CH:21]=[CH:22][CH:23]=2)[CH:15]=1.